This data is from Full USPTO retrosynthesis dataset with 1.9M reactions from patents (1976-2016). The task is: Predict the reactants needed to synthesize the given product. (1) Given the product [CH3:1][O:2][C:3](=[O:6])[CH2:4][O:5][C:10]1[C:15]([N+:16]([O-:18])=[O:17])=[CH:14][C:13]([CH3:19])=[CH:12][N:11]=1, predict the reactants needed to synthesize it. The reactants are: [CH3:1][O:2][C:3](=[O:6])[CH2:4][OH:5].[H-].[Na+].Cl[C:10]1[C:15]([N+:16]([O-:18])=[O:17])=[CH:14][C:13]([CH3:19])=[CH:12][N:11]=1.O. (2) Given the product [CH3:16][O:17][C:12]1[CH:11]=[C:10]2[C:5]([CH:6]=[C:7]([C:13]([OH:15])=[O:14])[N:8]=[CH:9]2)=[CH:4][CH:3]=1, predict the reactants needed to synthesize it. The reactants are: CO[C:3]1[CH:4]=[C:5]2[C:10](=[CH:11][CH:12]=1)[CH:9]=[N:8][C:7]([C:13]([OH:15])=[O:14])=[CH:6]2.[C:16](C1(C(O)=O)C2C(=CC=C(O)C=2)CCN1)(OC(C)(C)C)=[O:17]. (3) Given the product [CH3:36][O:35][C:32]1[CH:33]=[CH:34][C:29]([N:8]2[N:7]=[C:6]([C:4]([NH2:39])=[O:3])[C:14]3[CH2:13][CH2:12][N:11]([C:15]4[CH:20]=[CH:19][C:18]([N:21]5[C:22](=[O:27])[CH2:23][CH2:24][CH2:25][CH2:26]5)=[CH:17][CH:16]=4)[C:10](=[O:28])[C:9]2=3)=[CH:30][CH:31]=1, predict the reactants needed to synthesize it. The reactants are: C([O:3][C:4]([C:6]1[C:14]2[CH2:13][CH2:12][N:11]([C:15]3[CH:20]=[CH:19][C:18]([N:21]4[CH2:26][CH2:25][CH2:24][CH2:23][C:22]4=[O:27])=[CH:17][CH:16]=3)[C:10](=[O:28])[C:9]=2[N:8]([C:29]2[CH:34]=[CH:33][C:32]([O:35][CH3:36])=[CH:31][CH:30]=2)[N:7]=1)=O)C.C([NH2:39])=O.C[O-].[Na+].O. (4) Given the product [N:1]1([C:10]([O:12][C:13]([CH3:16])([CH3:15])[CH3:14])=[O:11])[CH:9]2[CH:4]([CH2:5][NH:6][CH2:7][CH2:8]2)[CH2:3][CH2:2]1, predict the reactants needed to synthesize it. The reactants are: [N:1]1([C:10]([O:12][C:13]([CH3:16])([CH3:15])[CH3:14])=[O:11])[C:9]2[CH:8]=[CH:7][N:6]=[CH:5][C:4]=2[CH:3]=[CH:2]1.C(O)(=O)C. (5) The reactants are: Cl.[CH2:2]([N:9]([CH2:31][C@@H:32]([C:34]1[CH:45]=[CH:44][C:37]2[O:38]C(C)(C)[O:40][CH2:41][C:36]=2[CH:35]=1)[OH:33])[CH2:10][CH2:11][CH2:12][CH2:13][CH2:14][CH2:15][O:16][CH2:17][CH2:18][CH2:19][CH2:20][C:21]1[CH:22]=[C:23]([S:27]([NH2:30])(=[O:29])=[O:28])[CH:24]=[CH:25][CH:26]=1)[C:3]1[CH:8]=[CH:7][CH:6]=[CH:5][CH:4]=1. Given the product [CH2:2]([N:9]([CH2:31][C@H:32]([OH:33])[C:34]1[CH:45]=[CH:44][C:37]([OH:38])=[C:36]([CH2:41][OH:40])[CH:35]=1)[CH2:10][CH2:11][CH2:12][CH2:13][CH2:14][CH2:15][O:16][CH2:17][CH2:18][CH2:19][CH2:20][C:21]1[CH:22]=[C:23]([S:27]([NH2:30])(=[O:29])=[O:28])[CH:24]=[CH:25][CH:26]=1)[C:3]1[CH:4]=[CH:5][CH:6]=[CH:7][CH:8]=1, predict the reactants needed to synthesize it.